From a dataset of Full USPTO retrosynthesis dataset with 1.9M reactions from patents (1976-2016). Predict the reactants needed to synthesize the given product. The reactants are: Cl[C:2]1[N:7]=[C:6]([NH:8][C:9]2[CH:14]=[CH:13][CH:12]=[C:11]([OH:15])[CH:10]=2)[C:5]([F:16])=[CH:4][N:3]=1.[NH2:17][N:18]1[CH:22]=[CH:21][CH:20]=[CH:19]1. Given the product [F:16][C:5]1[C:6]([NH:8][C:9]2[CH:14]=[CH:13][CH:12]=[C:11]([OH:15])[CH:10]=2)=[N:7][C:2]([NH:17][N:18]2[CH:22]=[CH:21][CH:20]=[CH:19]2)=[N:3][CH:4]=1, predict the reactants needed to synthesize it.